Dataset: NCI-60 drug combinations with 297,098 pairs across 59 cell lines. Task: Regression. Given two drug SMILES strings and cell line genomic features, predict the synergy score measuring deviation from expected non-interaction effect. Drug 1: C1CN1P(=S)(N2CC2)N3CC3. Drug 2: CC12CCC3C(C1CCC2O)C(CC4=C3C=CC(=C4)O)CCCCCCCCCS(=O)CCCC(C(F)(F)F)(F)F. Cell line: NCI-H322M. Synergy scores: CSS=-5.22, Synergy_ZIP=2.89, Synergy_Bliss=-0.425, Synergy_Loewe=-6.64, Synergy_HSA=-6.50.